Dataset: Full USPTO retrosynthesis dataset with 1.9M reactions from patents (1976-2016). Task: Predict the reactants needed to synthesize the given product. (1) Given the product [Cl:44][C:20]1[CH:21]=[C:22]([Cl:26])[CH:23]=[C:24]([CH3:25])[C:19]=1[O:18][C:15]1[CH:16]=[CH:17][C:12]([NH:11][C:9](=[O:10])[CH2:8][C:5]2[CH:6]=[CH:7][C:2]([C:64]3[CH:63]=[CH:62][CH:61]=[C:60]([C:59]([F:70])([F:69])[F:58])[CH:65]=3)=[CH:3][CH:4]=2)=[C:13]([OH:28])[CH:14]=1, predict the reactants needed to synthesize it. The reactants are: Br[C:2]1[CH:7]=[CH:6][C:5]([CH2:8][C:9]([NH:11][C:12]2[CH:17]=[CH:16][C:15]([O:18][C:19]3[C:24]([CH3:25])=[CH:23][C:22]([Cl:26])=[C:21](Cl)[CH:20]=3)=[CH:14][C:13]=2[OH:28])=[O:10])=[CH:4][CH:3]=1.NC1C=CC(OC2C(C)=CC([Cl:44])=CC=2Cl)=CC=1O.BrC1C=CC(CC(O)=O)=CC=1.[F:58][C:59]([F:70])([F:69])[C:60]1[CH:61]=[C:62](B(O)O)[CH:63]=[CH:64][CH:65]=1. (2) Given the product [C:18]1([C:27]2[CH:28]=[CH:29][CH:30]=[CH:31][CH:32]=2)[CH:23]=[CH:22][CH:21]=[CH:20][C:19]=1[C:2]1[CH:15]=[CH:14][C:13]2[C:12](=[O:16])[C:11]3[C:6](=[CH:7][CH:8]=[CH:9][CH:10]=3)[C:5](=[O:17])[C:4]=2[CH:3]=1, predict the reactants needed to synthesize it. The reactants are: Cl[C:2]1[CH:15]=[CH:14][C:13]2[C:12](=[O:16])[C:11]3[C:6](=[CH:7][CH:8]=[CH:9][CH:10]=3)[C:5](=[O:17])[C:4]=2[CH:3]=1.[C:18]1([C:27]2[CH:32]=[CH:31][CH:30]=[CH:29][CH:28]=2)[CH:23]=[CH:22][CH:21]=[CH:20][C:19]=1B(O)O.C(=O)([O-])[O-].[Cs+].[Cs+].C1(P(C2CCCCC2)C2CCCCC2)CCCCC1. (3) The reactants are: [CH3:1][CH:2]([CH2:5][CH2:6][CH2:7][CH2:8][CH2:9][CH2:10][CH2:11][CH2:12][CH3:13])[CH:3]=[O:4].[CH2:14]([OH:23])[CH2:15][O:16][CH2:17][CH2:18][O:19][CH2:20][CH2:21][OH:22]. Given the product [CH3:1][CH:2]([CH2:5][CH2:6][CH2:7][CH2:8][CH2:9][CH2:10][CH2:11][CH2:12][CH3:13])[CH:3]=[O:4].[CH2:14]([OH:23])[CH2:15][O:16][CH2:17][CH2:18][O:19][CH2:20][CH2:21][OH:22], predict the reactants needed to synthesize it. (4) The reactants are: Cl.[CH3:2][C:3]1([CH3:19])[C:11]2[C:6](=[N:7][CH:8]=[CH:9][N:10]=2)[N:5]([CH:12]2[CH2:17][CH2:16][NH:15][CH2:14][CH2:13]2)[C:4]1=[O:18].FC(F)(F)S(O[C:26]1[CH:35]=[CH:34][C:33]2[C:28](=[CH:29][CH:30]=[C:31]([F:36])[CH:32]=2)[N:27]=1)(=O)=O.CCN(C(C)C)C(C)C.O. Given the product [F:36][C:31]1[CH:32]=[C:33]2[C:28](=[CH:29][CH:30]=1)[N:27]=[C:26]([N:15]1[CH2:16][CH2:17][CH:12]([N:5]3[C:6]4=[N:7][CH:8]=[CH:9][N:10]=[C:11]4[C:3]([CH3:19])([CH3:2])[C:4]3=[O:18])[CH2:13][CH2:14]1)[CH:35]=[CH:34]2, predict the reactants needed to synthesize it. (5) Given the product [F:25][C:16]1[CH:15]=[C:14]([CH:19]=[CH:18][C:17]=1[NH:20][S:21]([CH3:24])(=[O:23])=[O:22])[CH2:13][NH:12][C:10](=[O:11])[CH:9]=[CH:8][C:7]1[C:2]([O:30][C:31]2[CH:32]=[N:33][CH:34]=[CH:35][CH:36]=2)=[N:3][C:4]([C:26]([F:29])([F:28])[F:27])=[CH:5][CH:6]=1, predict the reactants needed to synthesize it. The reactants are: Cl[C:2]1[C:7]([CH:8]=[CH:9][C:10]([NH:12][CH2:13][C:14]2[CH:19]=[CH:18][C:17]([NH:20][S:21]([CH3:24])(=[O:23])=[O:22])=[C:16]([F:25])[CH:15]=2)=[O:11])=[CH:6][CH:5]=[C:4]([C:26]([F:29])([F:28])[F:27])[N:3]=1.[OH:30][C:31]1[CH:32]=[N:33][CH:34]=[CH:35][CH:36]=1.C(=O)([O-])[O-].[K+].[K+].